This data is from Full USPTO retrosynthesis dataset with 1.9M reactions from patents (1976-2016). The task is: Predict the reactants needed to synthesize the given product. (1) Given the product [ClH:28].[C:1](#[N:2])[C:3]1[CH:4]=[CH:5][CH:25]=[CH:26][CH:27]=1, predict the reactants needed to synthesize it. The reactants are: [C:1]([C:3]1[CH:4]=[C:5]([CH:25]=[CH:26][CH:27]=1)COC1C=CC=C2C=1CCN(C(OC(C)(C)C)=O)C2)#[N:2].[ClH:28]. (2) The reactants are: [CH3:1][O:2][C:3]1[CH:4]=[C:5]2[C:10](=[CH:11][C:12]=1[O:13][CH3:14])[N:9]=[CH:8][N:7]=[C:6]2[O:15][C:16]1[CH:22]=[CH:21][C:19]([NH2:20])=[C:18]([N+:23]([O-:25])=[O:24])[CH:17]=1.ClC(Cl)(O[C:30](=[O:36])OC(Cl)(Cl)Cl)Cl.[CH3:38][C:39]1[CH:51]=[CH:50][CH:49]=[CH:48][C:40]=1[CH2:41][N:42]1[CH2:46][CH2:45][CH:44]([NH2:47])[CH2:43]1.C(=O)([O-])O.[Na+]. Given the product [CH3:1][O:2][C:3]1[CH:4]=[C:5]2[C:10](=[CH:11][C:12]=1[O:13][CH3:14])[N:9]=[CH:8][N:7]=[C:6]2[O:15][C:16]1[CH:22]=[CH:21][C:19]([NH:20][C:30]([NH:47][CH:44]2[CH2:45][CH2:46][N:42]([CH2:41][C:40]3[CH:48]=[CH:49][CH:50]=[CH:51][C:39]=3[CH3:38])[CH2:43]2)=[O:36])=[C:18]([N+:23]([O-:25])=[O:24])[CH:17]=1, predict the reactants needed to synthesize it.